Dataset: Full USPTO retrosynthesis dataset with 1.9M reactions from patents (1976-2016). Task: Predict the reactants needed to synthesize the given product. (1) Given the product [ClH:39].[ClH:39].[ClH:39].[NH2:7][C@H:8]1[CH2:13][CH2:12][CH2:11][N:10]([C:14]2[N:15]=[CH:16][C:17]([NH:20][C:21]3[C:30]4[C:25](=[CH:26][CH:27]=[C:28]([C:31]5[CH:36]=[C:35]([F:37])[C:34]([OH:38])=[C:33]([Cl:39])[CH:32]=5)[N:29]=4)[N:24]=[CH:23][C:22]=3[C:40](=[O:43])[CH2:41][CH3:42])=[CH:18][CH:19]=2)[CH2:9]1, predict the reactants needed to synthesize it. The reactants are: C(OC(=O)[NH:7][C@H:8]1[CH2:13][CH2:12][CH2:11][N:10]([C:14]2[CH:19]=[CH:18][C:17]([NH:20][C:21]3[C:30]4[C:25](=[CH:26][CH:27]=[C:28]([C:31]5[CH:36]=[C:35]([F:37])[C:34]([OH:38])=[C:33]([Cl:39])[CH:32]=5)[N:29]=4)[N:24]=[CH:23][C:22]=3[C:40](=[O:43])[CH2:41][CH3:42])=[CH:16][N:15]=2)[CH2:9]1)(C)(C)C.C(O)(C(F)(F)F)=O. (2) Given the product [CH2:20]([O:22][C:2]1[CH:7]=[C:6]([C:8]2[CH:13]=[CH:12][CH:11]=[CH:10][N:9]=2)[N:5]=[C:4]([C:14]2[CH:19]=[CH:18][CH:17]=[CH:16][N:15]=2)[CH:3]=1)[CH3:21], predict the reactants needed to synthesize it. The reactants are: Cl[C:2]1[CH:7]=[C:6]([C:8]2[CH:13]=[CH:12][CH:11]=[CH:10][N:9]=2)[N:5]=[C:4]([C:14]2[CH:19]=[CH:18][CH:17]=[CH:16][N:15]=2)[CH:3]=1.[CH2:20]([O-:22])[CH3:21].[Na+].